From a dataset of Reaction yield outcomes from USPTO patents with 853,638 reactions. Predict the reaction yield, written as a fraction of the theoretical maximum amount of product (1.0 means a 100% yield; for example, 0.34 means a 34% yield). (1) The reactants are [N+:1]([C:4]1[CH:13]=[C:12]2[C:7]([CH2:8][CH2:9][CH2:10][C:11]2=[O:14])=[CH:6][CH:5]=1)([O-:3])=[O:2].[BH4-].[Na+]. The catalyst is CO. The product is [N+:1]([C:4]1[CH:13]=[C:12]2[C:7]([CH2:8][CH2:9][CH2:10][CH:11]2[OH:14])=[CH:6][CH:5]=1)([O-:3])=[O:2]. The yield is 0.800. (2) The reactants are [Cl-].O[NH3+:3].[C:4](=[O:7])([O-])[OH:5].[Na+].CS(C)=O.[N:13]1([CH2:22][N:23]2[C:28](=[O:29])[C:27]([CH2:30][C:31]3[CH:36]=[CH:35][C:34]([C:37]4[C:38]([C:43]#[N:44])=[CH:39][CH:40]=[CH:41][CH:42]=4)=[CH:33][CH:32]=3)=[C:26]([CH2:45][CH2:46][CH2:47][CH3:48])[N:25]=[C:24]2[CH3:49])[C:17]2[CH:18]=[CH:19][CH:20]=[CH:21][C:16]=2[N:15]=[N:14]1. The yield is 0.560. The catalyst is C(OCC)(=O)C. The product is [N:13]1([CH2:22][N:23]2[C:28](=[O:29])[C:27]([CH2:30][C:31]3[CH:36]=[CH:35][C:34]([C:37]4[CH:42]=[CH:41][CH:40]=[CH:39][C:38]=4[C:43]4[NH:3][C:4](=[O:7])[O:5][N:44]=4)=[CH:33][CH:32]=3)=[C:26]([CH2:45][CH2:46][CH2:47][CH3:48])[N:25]=[C:24]2[CH3:49])[C:17]2[CH:18]=[CH:19][CH:20]=[CH:21][C:16]=2[N:15]=[N:14]1. (3) The reactants are [C:1](Cl)([C:14]1[CH:19]=[CH:18][CH:17]=[CH:16][CH:15]=1)([C:8]1[CH:13]=[CH:12][CH:11]=[CH:10][CH:9]=1)[C:2]1[CH:7]=[CH:6][CH:5]=[CH:4][CH:3]=1.Cl.[NH2:22][C@H:23]([C:33]([O:35][C:36]([CH3:39])([CH3:38])[CH3:37])=[O:34])[CH2:24][CH2:25][C:26]([O:28][C:29]([CH3:32])([CH3:31])[CH3:30])=[O:27].C(N(CC)CC)C. The catalyst is ClCCl. The product is [C:1]([NH:22][C@H:23]([C:33]([O:35][C:36]([CH3:39])([CH3:38])[CH3:37])=[O:34])[CH2:24][CH2:25][C:26]([O:28][C:29]([CH3:32])([CH3:30])[CH3:31])=[O:27])([C:14]1[CH:19]=[CH:18][CH:17]=[CH:16][CH:15]=1)([C:8]1[CH:13]=[CH:12][CH:11]=[CH:10][CH:9]=1)[C:2]1[CH:7]=[CH:6][CH:5]=[CH:4][CH:3]=1. The yield is 0.880. (4) The reactants are [OH:1][CH2:2][CH2:3][CH2:4][N:5]1[C:14]2[CH:13]=[C:12]([C:15]([O:17]C)=[O:16])[CH:11]=[CH:10][C:9]=2[C:8]2[S:19][CH:20]=[CH:21][C:7]=2[C:6]1=[O:22].[Li+].[OH-].Cl. The catalyst is C1COCC1.CO.O. The product is [OH:1][CH2:2][CH2:3][CH2:4][N:5]1[C:14]2[CH:13]=[C:12]([C:15]([OH:17])=[O:16])[CH:11]=[CH:10][C:9]=2[C:8]2[S:19][CH:20]=[CH:21][C:7]=2[C:6]1=[O:22]. The yield is 0.220.